The task is: Regression. Given two drug SMILES strings and cell line genomic features, predict the synergy score measuring deviation from expected non-interaction effect.. This data is from NCI-60 drug combinations with 297,098 pairs across 59 cell lines. (1) Drug 1: C1=CN(C(=O)N=C1N)C2C(C(C(O2)CO)O)O.Cl. Drug 2: C1C(C(OC1N2C=NC(=NC2=O)N)CO)O. Cell line: T-47D. Synergy scores: CSS=6.58, Synergy_ZIP=-1.63, Synergy_Bliss=5.12, Synergy_Loewe=-0.114, Synergy_HSA=2.23. (2) Drug 1: C(CC(=O)O)C(=O)CN.Cl. Drug 2: CCC1(C2=C(COC1=O)C(=O)N3CC4=CC5=C(C=CC(=C5CN(C)C)O)N=C4C3=C2)O.Cl. Cell line: COLO 205. Synergy scores: CSS=43.2, Synergy_ZIP=-4.56, Synergy_Bliss=-6.00, Synergy_Loewe=-0.581, Synergy_HSA=-0.441. (3) Drug 2: CC1=C(C(=O)C2=C(C1=O)N3CC4C(C3(C2COC(=O)N)OC)N4)N. Drug 1: CCN(CC)CCNC(=O)C1=C(NC(=C1C)C=C2C3=C(C=CC(=C3)F)NC2=O)C. Synergy scores: CSS=33.3, Synergy_ZIP=2.68, Synergy_Bliss=0.368, Synergy_Loewe=-22.2, Synergy_HSA=-3.76. Cell line: OVCAR-5. (4) Drug 1: C1=CC(=CC=C1C#N)C(C2=CC=C(C=C2)C#N)N3C=NC=N3. Drug 2: C1=CN(C=N1)CC(O)(P(=O)(O)O)P(=O)(O)O. Cell line: UACC62. Synergy scores: CSS=2.49, Synergy_ZIP=-1.85, Synergy_Bliss=-3.99, Synergy_Loewe=-0.0805, Synergy_HSA=-3.17. (5) Drug 1: CC(C)(C1=NC(=CC=C1)N2C3=NC(=NC=C3C(=O)N2CC=C)NC4=CC=C(C=C4)N5CCN(CC5)C)O. Drug 2: CC1CC(C(C(C=C(C(C(C=CC=C(C(=O)NC2=CC(=O)C(=C(C1)C2=O)OC)C)OC)OC(=O)N)C)C)O)OC. Cell line: NCIH23. Synergy scores: CSS=70.7, Synergy_ZIP=-1.24, Synergy_Bliss=-3.56, Synergy_Loewe=-4.59, Synergy_HSA=0.746. (6) Drug 1: C1CC(=O)NC(=O)C1N2CC3=C(C2=O)C=CC=C3N. Drug 2: C1CN(P(=O)(OC1)NCCCl)CCCl. Cell line: HCC-2998. Synergy scores: CSS=-5.67, Synergy_ZIP=1.04, Synergy_Bliss=-3.14, Synergy_Loewe=-3.67, Synergy_HSA=-5.08. (7) Drug 1: CC1C(C(CC(O1)OC2CC(OC(C2O)C)OC3=CC4=CC5=C(C(=O)C(C(C5)C(C(=O)C(C(C)O)O)OC)OC6CC(C(C(O6)C)O)OC7CC(C(C(O7)C)O)OC8CC(C(C(O8)C)O)(C)O)C(=C4C(=C3C)O)O)O)O. Drug 2: CC(C)NC(=O)C1=CC=C(C=C1)CNNC.Cl. Cell line: OVCAR-4. Synergy scores: CSS=10.5, Synergy_ZIP=1.13, Synergy_Bliss=1.04, Synergy_Loewe=-36.4, Synergy_HSA=-0.116. (8) Drug 1: COC1=C(C=C2C(=C1)N=CN=C2NC3=CC(=C(C=C3)F)Cl)OCCCN4CCOCC4. Drug 2: C1CC(=O)NC(=O)C1N2C(=O)C3=CC=CC=C3C2=O. Cell line: HOP-62. Synergy scores: CSS=14.7, Synergy_ZIP=1.34, Synergy_Bliss=2.69, Synergy_Loewe=0.424, Synergy_HSA=4.20. (9) Drug 1: CC1=C(C=C(C=C1)NC2=NC=CC(=N2)N(C)C3=CC4=NN(C(=C4C=C3)C)C)S(=O)(=O)N.Cl. Drug 2: CC1=C2C(C(=O)C3(C(CC4C(C3C(C(C2(C)C)(CC1OC(=O)C(C(C5=CC=CC=C5)NC(=O)OC(C)(C)C)O)O)OC(=O)C6=CC=CC=C6)(CO4)OC(=O)C)OC)C)OC. Cell line: CCRF-CEM. Synergy scores: CSS=69.4, Synergy_ZIP=15.7, Synergy_Bliss=17.3, Synergy_Loewe=-16.5, Synergy_HSA=17.4. (10) Drug 1: CC1=C(C(=CC=C1)Cl)NC(=O)C2=CN=C(S2)NC3=CC(=NC(=N3)C)N4CCN(CC4)CCO. Drug 2: CC(C)(C#N)C1=CC=C(C=C1)N2C3=C4C=C(C=CC4=NC=C3N(C2=O)C)C5=CC6=CC=CC=C6N=C5. Cell line: HT29. Synergy scores: CSS=66.9, Synergy_ZIP=1.68, Synergy_Bliss=1.16, Synergy_Loewe=11.5, Synergy_HSA=13.5.